Dataset: Reaction yield outcomes from USPTO patents with 853,638 reactions. Task: Predict the reaction yield, written as a fraction of the theoretical maximum amount of product (1.0 means a 100% yield; for example, 0.34 means a 34% yield). (1) The reactants are [C:1]1([CH2:7][CH2:8][N:9]([CH2:20][C:21]2[N:25]([CH2:26][CH2:27][C:28]#[N:29])[C:24]3[CH:30]=[CH:31][CH:32]=[CH:33][C:23]=3[N:22]=2)[CH:10]2[C:19]3[N:18]=[CH:17][CH:16]=[CH:15][C:14]=3[CH2:13][CH2:12][CH2:11]2)[CH:6]=[CH:5][CH:4]=[CH:3][CH:2]=1.NCCCN1C2C=CC=CC=2N=C1CN(C)C1C2N=CC=CC=2CCC1. No catalyst specified. The product is [NH2:29][CH2:28][CH2:27][CH2:26][N:25]1[C:24]2[CH:30]=[CH:31][CH:32]=[CH:33][C:23]=2[N:22]=[C:21]1[CH2:20][N:9]([CH2:8][CH2:7][C:1]1[CH:2]=[CH:3][CH:4]=[CH:5][CH:6]=1)[CH:10]1[C:19]2[N:18]=[CH:17][CH:16]=[CH:15][C:14]=2[CH2:13][CH2:12][CH2:11]1. The yield is 0.590. (2) The reactants are [F:1][C:2]1[CH:7]=[CH:6][C:5]([CH2:8][CH2:9][C:10]([O:12][CH3:13])=[O:11])=[C:4]([O:14][CH2:15][C@@H:16]2[CH2:18][O:17]2)[CH:3]=1.[Cl:19][C:20]1[CH:33]=[CH:32][C:23]([CH2:24][N:25]2[CH2:30][CH2:29][CH:28]([NH2:31])[CH2:27][CH2:26]2)=[CH:22][CH:21]=1. The catalyst is CO. The product is [Cl:19][C:20]1[CH:21]=[CH:22][C:23]([CH2:24][N:25]2[CH2:26][CH2:27][CH:28]([NH:31][CH2:18][C@H:16]([OH:17])[CH2:15][O:14][C:4]3[CH:3]=[C:2]([F:1])[CH:7]=[CH:6][C:5]=3[CH2:8][CH2:9][C:10]([O:12][CH3:13])=[O:11])[CH2:29][CH2:30]2)=[CH:32][CH:33]=1. The yield is 0.530. (3) The reactants are [CH2:1]([C:3]1([CH2:16][CH3:17])[O:7][B:6]([OH:8])[C:5]2[CH:9]=[CH:10][C:11]([CH:13]=[N:14][OH:15])=[CH:12][C:4]1=2)[CH3:2].C1C(=O)N(Cl)C(=O)C1.[Cl:26][C:27]1[CH:32]=[C:31]([C:33]([C:35]([F:38])([F:37])[F:36])=[CH2:34])[CH:30]=[C:29]([Cl:39])[CH:28]=1.CC(=O)OCC. The catalyst is CN(C=O)C. The product is [Cl:26][C:27]1[CH:32]=[C:31]([C:33]2([C:35]([F:38])([F:36])[F:37])[O:15][N:14]=[C:13]([C:11]3[CH:10]=[CH:9][C:5]4[B:6]([OH:8])[O:7][C:3]([CH2:1][CH3:2])([CH2:16][CH3:17])[C:4]=4[CH:12]=3)[CH2:34]2)[CH:30]=[C:29]([Cl:39])[CH:28]=1. The yield is 0.355. (4) The reactants are [NH2:1][C:2]1[NH:6][N:5]=[C:4]([CH3:7])[C:3]=1[C:8]1[S:9][C:10]2[CH:16]=[C:15]([S:17](Cl)(=[O:19])=[O:18])[CH:14]=[CH:13][C:11]=2[N:12]=1.[N:21]1[CH:25]=[C:24]([CH2:26][CH2:27][NH2:28])[NH:23][CH:22]=1.CN1CCOCC1. The catalyst is CO. The product is [N:21]1[CH:25]=[C:24]([CH2:26][CH2:27][NH:28][S:17]([C:15]2[CH:14]=[CH:13][C:11]3[N:12]=[C:8]([C:3]4[C:4]([CH3:7])=[N:5][NH:6][C:2]=4[NH2:1])[S:9][C:10]=3[CH:16]=2)(=[O:19])=[O:18])[NH:23][CH:22]=1. The yield is 0.0600. (5) No catalyst specified. The yield is 1.00. The reactants are [NH2:1][C@@H:2]1[CH2:7][CH2:6][CH2:5][CH2:4][C@H:3]1[NH:8][C@H:9]1[CH2:14][CH2:13][CH2:12][N:11]([C:15]2[CH:22]=[CH:21][C:18]([C:19]#N)=[CH:17][CH:16]=2)[CH2:10]1.B(F)(F)F.CC[O:29][CH2:30]C.C[OH:33]. The product is [NH2:1][C@@H:2]1[CH2:7][CH2:6][CH2:5][CH2:4][C@H:3]1[NH:8][C@H:9]1[CH2:14][CH2:13][CH2:12][N:11]([C:15]2[CH:22]=[CH:21][C:18]([C:19]([O:29][CH3:30])=[O:33])=[CH:17][CH:16]=2)[CH2:10]1.